Dataset: Reaction yield outcomes from USPTO patents with 853,638 reactions. Task: Predict the reaction yield, written as a fraction of the theoretical maximum amount of product (1.0 means a 100% yield; for example, 0.34 means a 34% yield). The reactants are [CH2:1]([CH:3]([NH:6][C:7](=[O:17])[CH:8]=[CH:9][C:10]1[CH:15]=[CH:14][C:13]([OH:16])=[CH:12][CH:11]=1)[CH2:4][CH3:5])[CH3:2].[OH-].[K+].Cl[CH2:21][CH2:22][OH:23]. The catalyst is C(O)C. The product is [CH2:1]([CH:3]([NH:6][C:7](=[O:17])[CH:8]=[CH:9][C:10]1[CH:11]=[CH:12][C:13]([O:16][CH2:21][CH2:22][OH:23])=[CH:14][CH:15]=1)[CH2:4][CH3:5])[CH3:2]. The yield is 0.600.